Regression/Classification. Given a drug SMILES string, predict its absorption, distribution, metabolism, or excretion properties. Task type varies by dataset: regression for continuous measurements (e.g., permeability, clearance, half-life) or binary classification for categorical outcomes (e.g., BBB penetration, CYP inhibition). Dataset: cyp2d6_veith. From a dataset of CYP2D6 inhibition data for predicting drug metabolism from PubChem BioAssay. (1) The drug is O=C(O)[C@H](CCc1ccccc1)N1C(=O)c2ccccc2C1=O. The result is 0 (non-inhibitor). (2) The drug is Nc1ccc(S(=O)(=O)Nc2ccccn2)cc1. The result is 0 (non-inhibitor). (3) The molecule is CCOC(=O)C1C(=O)C=C(c2ccc(NS(C)(=O)=O)cc2)CC1c1ccco1. The result is 0 (non-inhibitor). (4) The molecule is CCn1c(C)nc2c1C(=O)c1ccccc1C2=O. The result is 0 (non-inhibitor). (5) The result is 0 (non-inhibitor). The compound is O=[As](O)(O)c1ccc2nc3cc([As](=O)(O)O)ccc3nc2c1. (6) The drug is Oc1c(CN2CCOCC2)ccc(CN2CCOCC2)c1O. The result is 0 (non-inhibitor).